From a dataset of Catalyst prediction with 721,799 reactions and 888 catalyst types from USPTO. Predict which catalyst facilitates the given reaction. (1) Reactant: [H-].[Na+].[CH:3]([Si:6]([CH:20]([CH3:22])[CH3:21])([CH:17]([CH3:19])[CH3:18])[O:7][C:8]1[CH:16]=[CH:15][CH:14]=[C:13]2[C:9]=1[CH:10]=[CH:11][NH:12]2)([CH3:5])[CH3:4].Cl[C:24]1[CH:29]=[CH:28][N:27]=[C:26]([S:30][CH3:31])[N:25]=1. Product: [CH3:31][S:30][C:26]1[N:27]=[C:28]([N:12]2[C:13]3[C:9](=[C:8]([O:7][Si:6]([CH:3]([CH3:5])[CH3:4])([CH:17]([CH3:19])[CH3:18])[CH:20]([CH3:22])[CH3:21])[CH:16]=[CH:15][CH:14]=3)[CH:10]=[CH:11]2)[CH:29]=[CH:24][N:25]=1. The catalyst class is: 3. (2) Product: [CH:11]1[C:12]2[C:7](=[CH:6][C:5]3[C:14]([C:13]=2[CH2:15][O:16][C:17](=[O:25])[NH:18][CH2:19][CH2:20][O:21][CH2:22][CH2:23][O:24][CH2:39][CH2:38][CH2:37][CH2:36][CH2:35][CH2:34][Cl:33])=[CH:1][CH:2]=[CH:3][CH:4]=3)[CH:8]=[CH:9][CH:10]=1. Reactant: [CH:1]1[C:14]2[C:5](=[CH:6][C:7]3[C:12]([C:13]=2[CH2:15][O:16][C:17](=[O:25])[NH:18][CH2:19][CH2:20][O:21][CH2:22][CH2:23][OH:24])=[CH:11][CH:10]=[CH:9][CH:8]=3)[CH:4]=[CH:3][CH:2]=1.[H-].[Na+].C1COCC1.[Cl:33][CH2:34][CH2:35][CH2:36][CH2:37][CH2:38][CH2:39]I. The catalyst class is: 644. (3) Reactant: [CH2:1]([O:8][C:9]1[C:10]([N+:25]([O-:27])=[O:26])=[C:11]([CH:22]=[CH:23][CH:24]=1)[C:12]([O:14]CC1C=CC=CC=1)=[O:13])[C:2]1[CH:7]=[CH:6][CH:5]=[CH:4][CH:3]=1.[OH-].[Na+]. Product: [CH2:1]([O:8][C:9]1[C:10]([N+:25]([O-:27])=[O:26])=[C:11]([CH:22]=[CH:23][CH:24]=1)[C:12]([OH:14])=[O:13])[C:2]1[CH:3]=[CH:4][CH:5]=[CH:6][CH:7]=1. The catalyst class is: 8. (4) Reactant: [NH2:1][C:2]1[CH:3]=[C:4]([CH:8]=[C:9]([CH:11]([CH3:15])[CH:12]([CH3:14])[CH3:13])[CH:10]=1)[C:5]([OH:7])=[O:6].[CH3:16][O:17][C:18]1[N:23]=[C:22]([O:24][CH3:25])[C:21]([C:26]2[CH:35]=[C:34]3[C:29]([C:30](Cl)=[C:31]([C:36]([NH2:38])=[O:37])[CH:32]=[N:33]3)=[CH:28][CH:27]=2)=[CH:20][N:19]=1. Product: [NH2:38][C:36]([C:31]1[CH:32]=[N:33][C:34]2[C:29]([C:30]=1[NH:1][C:2]1[CH:3]=[C:4]([CH:8]=[C:9]([CH:11]([CH3:15])[CH:12]([CH3:14])[CH3:13])[CH:10]=1)[C:5]([OH:7])=[O:6])=[CH:28][CH:27]=[C:26]([C:21]1[C:22]([O:24][CH3:25])=[N:23][C:18]([O:17][CH3:16])=[N:19][CH:20]=1)[CH:35]=2)=[O:37]. The catalyst class is: 15. (5) Reactant: Br[C:2]1[C:7]2[S:8][C:9]([C:11]3[C:16]([Cl:17])=[CH:15][CH:14]=[CH:13][C:12]=3[Cl:18])=[N:10][C:6]=2[CH:5]=[CH:4][N:3]=1.ClC1C=CC=C(Cl)C=1C1S[C:29]2[C:30](=[O:36])[NH:31]C=[CH:33][C:34]=2N=1.P(Br)(Br)(Br)=O. Product: [Cl:18][C:12]1[CH:13]=[CH:14][CH:15]=[C:16]([Cl:17])[C:11]=1[C:9]1[S:8][C:7]2[C:2]([NH:31][C:30]([CH:29]3[CH2:33][CH2:34]3)=[O:36])=[N:3][CH:4]=[CH:5][C:6]=2[N:10]=1. The catalyst class is: 23.